Dataset: Full USPTO retrosynthesis dataset with 1.9M reactions from patents (1976-2016). Task: Predict the reactants needed to synthesize the given product. (1) Given the product [Br:1][C:2]1[CH:3]=[CH:4][C:5]([CH3:9])=[C:6]([O:8][CH3:10])[CH:7]=1, predict the reactants needed to synthesize it. The reactants are: [Br:1][C:2]1[CH:3]=[CH:4][C:5]([CH3:9])=[C:6]([OH:8])[CH:7]=1.[C:10]([O-])([O-])=O.[Cs+].[Cs+].IC. (2) Given the product [Br:3][C:4]1[CH:9]=[CH:8][N:7]=[C:6]2[N:10]([Si:14]([CH:21]([CH3:23])[CH3:22])([CH:18]([CH3:20])[CH3:19])[CH:15]([CH3:17])[CH3:16])[CH:11]=[CH:12][C:5]=12, predict the reactants needed to synthesize it. The reactants are: [H-].[Na+].[Br:3][C:4]1[CH:9]=[CH:8][N:7]=[C:6]2[NH:10][CH:11]=[CH:12][C:5]=12.Cl[Si:14]([CH:21]([CH3:23])[CH3:22])([CH:18]([CH3:20])[CH3:19])[CH:15]([CH3:17])[CH3:16]. (3) Given the product [OH:1][C@H:2]1[CH2:3][NH:4][CH2:5][C@H:6]1[CH2:7][NH:8][C:9](=[O:10])[O:11][CH2:12][C:13]1[CH:18]=[CH:17][CH:16]=[CH:15][CH:14]=1, predict the reactants needed to synthesize it. The reactants are: [OH:1][C@H:2]1[C@@H:6]([CH2:7][NH:8][C:9]([O:11][CH2:12][C:13]2[CH:18]=[CH:17][CH:16]=[CH:15][CH:14]=2)=[O:10])[CH2:5][N:4](C(OC(C)(C)C)=O)[CH2:3]1.C(O)(C(F)(F)F)=O.CC[NH+](CC)CC.CC[NH+](CC)CC.C([O-])([O-])=O. (4) Given the product [Cl:1][C:2]1[CH:11]=[CH:10][C:5]([C:6]([OH:8])=[O:7])=[CH:4][C:3]=1[CH2:12][N:13]1[CH:17]=[CH:16][C:15]([NH:18][C:19]([C:21]2[C:26]([F:27])=[CH:25][CH:24]=[CH:23][C:22]=2[F:28])=[O:20])=[N:14]1, predict the reactants needed to synthesize it. The reactants are: [Cl:1][C:2]1[CH:11]=[CH:10][C:5]([C:6]([O:8]C)=[O:7])=[CH:4][C:3]=1[CH2:12][N:13]1[CH:17]=[CH:16][C:15]([NH:18][C:19]([C:21]2[C:26]([F:27])=[CH:25][CH:24]=[CH:23][C:22]=2[F:28])=[O:20])=[N:14]1.[OH-].[Na+]. (5) The reactants are: [NH:1]1[C:5]2=[C:6]([O:10][C:11]3[CH:16]=[CH:15][C:14]([NH2:17])=[CH:13][C:12]=3[F:18])[N:7]=[CH:8][CH:9]=[C:4]2[CH:3]=[CH:2]1.[C:19]1([CH2:25][C:26]([N:28]=[C:29]=[S:30])=[O:27])[CH:24]=[CH:23][CH:22]=[CH:21][CH:20]=1. Given the product [NH:1]1[C:5]2=[C:6]([O:10][C:11]3[CH:16]=[CH:15][C:14]([NH:17][C:29]([NH:28][C:26](=[O:27])[CH2:25][C:19]4[CH:20]=[CH:21][CH:22]=[CH:23][CH:24]=4)=[S:30])=[CH:13][C:12]=3[F:18])[N:7]=[CH:8][CH:9]=[C:4]2[CH:3]=[CH:2]1, predict the reactants needed to synthesize it.